Dataset: Full USPTO retrosynthesis dataset with 1.9M reactions from patents (1976-2016). Task: Predict the reactants needed to synthesize the given product. Given the product [C:1]([CH2:9][C:10]1[CH:17]=[CH:16][C:13]([CH:14]=[CH2:15])=[CH:12][CH:11]=1)#[N:2], predict the reactants needed to synthesize it. The reactants are: [C-:1]#[N:2].[Na+].O.C(O)C.Cl[CH2:9][C:10]1[CH:17]=[CH:16][C:13]([CH:14]=[CH2:15])=[CH:12][CH:11]=1.